Dataset: Forward reaction prediction with 1.9M reactions from USPTO patents (1976-2016). Task: Predict the product of the given reaction. (1) Given the reactants CC(S([NH:7][CH:8]1[C:12]2[CH:13]=[C:14]([C:17]([F:20])([F:19])[F:18])[CH:15]=[CH:16][C:11]=2[O:10][CH2:9]1)=O)(C)C.CC([O-])(C)C.[K+].OC1C=CC(C(F)(F)F)=CC=1/C=N/S(C(C)(C)C)=O.[I-].C[S+](C)(C)=O, predict the reaction product. The product is: [F:20][C:17]([F:18])([F:19])[C:14]1[CH:15]=[CH:16][C:11]2[O:10][CH2:9][CH:8]([NH2:7])[C:12]=2[CH:13]=1. (2) Given the reactants [NH:1]1[CH2:6][CH2:5][CH2:4][CH:3]([O:7][C:8]2[CH:9]=[C:10]3[C:15](=[CH:16][CH:17]=2)[C:14]([NH2:18])=[N:13][CH:12]=[CH:11]3)[CH2:2]1.C(=O)([O-])[O-].[K+].[K+].Br[CH2:26][CH2:27][O:28][C:29]1[CH:34]=[CH:33][CH:32]=[CH:31][CH:30]=1, predict the reaction product. The product is: [O:28]([CH2:27][CH2:26][N:1]1[CH2:6][CH2:5][CH2:4][CH:3]([O:7][C:8]2[CH:9]=[C:10]3[C:15](=[CH:16][CH:17]=2)[C:14]([NH2:18])=[N:13][CH:12]=[CH:11]3)[CH2:2]1)[C:29]1[CH:34]=[CH:33][CH:32]=[CH:31][CH:30]=1. (3) Given the reactants [Br:1][C:2]1[CH:3]=[C:4]([CH:8]=[CH:9][C:10]=1[CH3:11])[C:5]([OH:7])=[O:6].[C:12](Cl)(=O)C(Cl)=O.CN(C)C=O, predict the reaction product. The product is: [Br:1][C:2]1[CH:3]=[C:4]([CH:8]=[CH:9][C:10]=1[CH3:11])[C:5]([O:7][CH3:12])=[O:6]. (4) The product is: [CH2:1]([O:2][C:3](=[O:14])[CH2:4][CH2:5][C:6]([O:8][CH2:9][O:10][C:11]([Cl:13])=[O:12])=[O:7])[C:16]1[CH:21]=[CH:20][CH:19]=[CH:18][CH:17]=1. Given the reactants [CH3:1][O:2][C:3](=[O:14])[CH2:4][CH2:5][C:6]([O:8][CH2:9][O:10][C:11]([Cl:13])=[O:12])=[O:7].C(OC(=O)CCC(OCOC(SCC)=O)=O)[C:16]1[CH:21]=[CH:20][CH:19]=[CH:18][CH:17]=1, predict the reaction product.